From a dataset of Reaction yield outcomes from USPTO patents with 853,638 reactions. Predict the reaction yield, written as a fraction of the theoretical maximum amount of product (1.0 means a 100% yield; for example, 0.34 means a 34% yield). (1) The yield is 0.540. The catalyst is O1CCCC1. The product is [C:1]([O:5][C:6](=[O:11])[CH2:7][C:8](=[O:9])[CH2:10][CH2:30][C:29]1[CH:32]=[CH:33][C:26]([I:25])=[CH:27][CH:28]=1)([CH3:4])([CH3:2])[CH3:3]. The reactants are [C:1]([O:5][C:6](=[O:11])[CH2:7][C:8]([CH3:10])=[O:9])([CH3:4])([CH3:3])[CH3:2].[H-].[Na+].C([Li])CCC.CCCCCC.[I:25][C:26]1[CH:33]=[CH:32][C:29]([CH2:30]Br)=[CH:28][CH:27]=1. (2) The product is [Br:1][C:2]1[CH:11]=[CH:10][C:5]([C:6]([OH:8])=[O:7])=[C:4]([CH3:12])[C:3]=1[O:13][CH3:14]. The reactants are [Br:1][C:2]1[CH:11]=[CH:10][C:5]([C:6]([O:8]C)=[O:7])=[C:4]([CH3:12])[C:3]=1[O:13][CH3:14].Cl. The catalyst is [OH-].[Na+]. The yield is 0.940. (3) The reactants are [CH3:1][O:2][C:3]1[C:12]([C:13]2[CH:18]=[CH:17][CH:16]=[CH:15][C:14]=2[F:19])=[CH:11][C:10]2[C:5](=[CH:6][CH:7]=[CH:8][CH:9]=2)[CH:4]=1.CN(C)C=O.[Br:25]N1C(=O)CCC1=O. The catalyst is O. The product is [Br:25][C:4]1[C:5]2[C:10](=[CH:9][CH:8]=[CH:7][CH:6]=2)[CH:11]=[C:12]([C:13]2[CH:18]=[CH:17][CH:16]=[CH:15][C:14]=2[F:19])[C:3]=1[O:2][CH3:1]. The yield is 0.950. (4) The reactants are [Br:1][C:2]1[CH:15]=[CH:14][C:13]2[C:12]([C:17]3[CH:22]=[CH:21][CH:20]=[CH:19][CH:18]=3)(O)[C:11]3[C:6](=[CH:7][CH:8]=[CH:9][CH:10]=3)[C:5]([C:24]3[CH:29]=[CH:28][CH:27]=[CH:26][CH:25]=3)(O)[C:4]=2[CH:3]=1.[I-].[K+].O.[PH2](=O)[O-].[Na+].[PH2](=O)O. The catalyst is C(O)(=O)C. The product is [Br:1][C:2]1[CH:15]=[CH:14][C:13]2[C:4](=[C:5]([C:24]3[CH:29]=[CH:28][CH:27]=[CH:26][CH:25]=3)[C:6]3[C:11]([C:12]=2[C:17]2[CH:22]=[CH:21][CH:20]=[CH:19][CH:18]=2)=[CH:10][CH:9]=[CH:8][CH:7]=3)[CH:3]=1. The yield is 0.740. (5) The reactants are [CH3:1][NH:2][NH2:3].[F:4][C:5]1[CH:10]=[CH:9][C:8]([CH2:11][CH2:12][C:13](=O)[CH:14]([CH3:25])[C:15]([C:17]2[CH:18]=[C:19]([CH:22]=[CH:23][CH:24]=2)[C:20]#[N:21])=O)=[CH:7][CH:6]=1. The catalyst is CCO. The product is [F:4][C:5]1[CH:10]=[CH:9][C:8]([CH2:11][CH2:12][C:13]2[N:2]([CH3:1])[N:3]=[C:15]([C:17]3[CH:18]=[C:19]([CH:22]=[CH:23][CH:24]=3)[C:20]#[N:21])[C:14]=2[CH3:25])=[CH:7][CH:6]=1. The yield is 0.330.